Dataset: Full USPTO retrosynthesis dataset with 1.9M reactions from patents (1976-2016). Task: Predict the reactants needed to synthesize the given product. Given the product [CH:19]([O:21][C:2]1[C:11]2[C:6](=[CH:7][CH:8]=[CH:9][CH:10]=2)[CH:5]=[C:4]([NH:12][C:13]2[CH:17]=[CH:16][NH:15][N:14]=2)[N:3]=1)([CH3:20])[CH3:18], predict the reactants needed to synthesize it. The reactants are: Cl[C:2]1[C:11]2[C:6](=[CH:7][CH:8]=[CH:9][CH:10]=2)[CH:5]=[C:4]([NH:12][C:13]2[CH:17]=[CH:16][NH:15][N:14]=2)[N:3]=1.[CH3:18][CH:19]([OH:21])[CH3:20].